From a dataset of Forward reaction prediction with 1.9M reactions from USPTO patents (1976-2016). Predict the product of the given reaction. (1) Given the reactants C[O:2][C:3](=[O:16])[C@H:4]([CH3:15])[NH:5][CH2:6][C:7]1[C:12]([F:13])=[CH:11][CH:10]=[CH:9][C:8]=1[F:14].[Br:17][C:18]1[CH:23]=[CH:22][C:21]([N+:24]([O-:26])=[O:25])=[C:20](F)[CH:19]=1.C(=O)([O-])[O-].[K+].[K+].Cl, predict the reaction product. The product is: [Br:17][C:18]1[CH:19]=[CH:20][C:21]([N+:24]([O-:26])=[O:25])=[C:22]([N:5]([CH2:6][C:7]2[C:12]([F:13])=[CH:11][CH:10]=[CH:9][C:8]=2[F:14])[C@H:4]([C:3]([OH:2])=[O:16])[CH3:15])[CH:23]=1. (2) Given the reactants [CH3:1][C:2]1[CH:3]=[N:4][CH:5]=[C:6]([CH:16]=1)[C:7]([NH:9]C1CCNCC1)=[O:8].[CH2:17]([O:19][C:20]1[CH:21]=[C:22]([CH:25]=[C:26]([O:33][CH2:34][CH3:35])[C:27]=1[N:28]1[CH:32]=[CH:31][CH:30]=[CH:29]1)[CH:23]=O)[CH3:18], predict the reaction product. The product is: [CH2:17]([O:19][C:20]1[CH:21]=[C:22]([CH:25]=[C:26]([O:33][CH2:34][CH3:35])[C:27]=1[N:28]1[CH:32]=[CH:31][CH:30]=[CH:29]1)[CH2:23][N:4]1[CH2:5][CH2:6][CH:16]([C:5]2[N:4]=[CH:3][C:2]([CH3:1])=[CH:16][C:6]=2[C:7]([NH2:9])=[O:8])[CH2:2][CH2:3]1)[CH3:18]. (3) Given the reactants [CH2:1]([O:8][C:9]1[CH:10]=[CH:11][C:12]2[O:16][CH:15]=[CH:14][C:13]=2[C:17]=1Br)[C:2]1[CH:7]=[CH:6][CH:5]=[CH:4][CH:3]=1.[Li][CH2:20]CCC.[NH4+].[Cl-].O, predict the reaction product. The product is: [CH2:1]([O:8][C:9]1[CH:10]=[CH:11][C:12]2[O:16][CH:15]=[CH:14][C:13]=2[C:17]=1[CH3:20])[C:2]1[CH:7]=[CH:6][CH:5]=[CH:4][CH:3]=1.